Dataset: Catalyst prediction with 721,799 reactions and 888 catalyst types from USPTO. Task: Predict which catalyst facilitates the given reaction. (1) Reactant: [NH2:1][C:2]1[N:7]=[C:6]([OH:8])[C:5]([C:9]([NH:11][CH2:12][C:13]2[CH:18]=[CH:17][C:16]([Cl:19])=[CH:15][C:14]=2[Cl:20])=[O:10])=[CH:4][N:3]=1.[C:21]([O:25][C:26](=[O:32])[CH2:27][CH2:28][C:29](O)=[O:30])([CH3:24])([CH3:23])[CH3:22].C(N(CC)C(C)C)(C)C.F[P-](F)(F)(F)(F)F.N1(OC(N(C)C)=[N+](C)C)C2N=CC=CC=2N=N1.[Cl-].[NH4+]. Product: [Cl:20][C:14]1[CH:15]=[C:16]([Cl:19])[CH:17]=[CH:18][C:13]=1[CH2:12][NH:11][C:9]([C:5]1[C:6]([OH:8])=[N:7][C:2]([NH:1][C:29](=[O:30])[CH2:28][CH2:27][C:26]([O:25][C:21]([CH3:23])([CH3:22])[CH3:24])=[O:32])=[N:3][CH:4]=1)=[O:10]. The catalyst class is: 9. (2) Reactant: [H-].[Na+].[C:3]1([CH3:50])[CH:8]=[C:7]([CH3:9])[CH:6]=[C:5]([CH3:10])[C:4]=1[S:11]([NH:14][CH2:15][CH2:16][CH2:17][CH2:18][N:19]([S:38]([C:41]1[C:46]([CH3:47])=[CH:45][C:44]([CH3:48])=[CH:43][C:42]=1[CH3:49])(=[O:40])=[O:39])[CH2:20][CH2:21][CH2:22][CH2:23][CH2:24][NH:25][S:26]([C:29]1[C:34]([CH3:35])=[CH:33][C:32]([CH3:36])=[CH:31][C:30]=1[CH3:37])(=[O:28])=[O:27])(=[O:13])=[O:12].I[CH2:52][CH2:53][CH3:54].[CH3:55][CH2:56]CCCC.CCOC(C)=O. Product: [C:5]1([CH3:10])[CH:6]=[C:7]([CH3:9])[CH:8]=[C:3]([CH3:50])[C:4]=1[S:11]([N:14]([CH2:15][CH2:16][CH2:17][CH2:18][N:19]([S:38]([C:41]1[C:42]([CH3:49])=[CH:43][C:44]([CH3:48])=[CH:45][C:46]=1[CH3:47])(=[O:39])=[O:40])[CH2:20][CH2:21][CH2:22][CH2:23][CH2:24][N:25]([S:26]([C:29]1[C:34]([CH3:35])=[CH:33][C:32]([CH3:36])=[CH:31][C:30]=1[CH3:37])(=[O:27])=[O:28])[CH2:55][CH3:56])[CH2:52][CH2:53][CH3:54])(=[O:13])=[O:12]. The catalyst class is: 3. (3) Reactant: [Br:1][C:2]1[CH:11]=[CH:10][C:9]2[NH:8]C(=O)[N:6]3[N:13]=[CH:14][N:15]=[C:5]3[C:4]=2[CH:3]=1.[OH-].[Na+]. Product: [Br:1][C:2]1[CH:11]=[CH:10][C:9]([NH2:8])=[C:4]([C:5]2[NH:6][N:13]=[CH:14][N:15]=2)[CH:3]=1. The catalyst class is: 196. (4) Reactant: [OH:1][C:2]1[CH:10]=[C:6]([C:7]([OH:9])=[O:8])[C:5]([NH2:11])=[CH:4][CH:3]=1.[C:12](Cl)(Cl)=[O:13].C1(C)C=CC=CC=1.Cl. Product: [OH:1][C:2]1[CH:10]=[C:6]2[C:7]([O:9][C:12](=[O:13])[NH:11][C:5]2=[CH:4][CH:3]=1)=[O:8]. The catalyst class is: 12.